This data is from Full USPTO retrosynthesis dataset with 1.9M reactions from patents (1976-2016). The task is: Predict the reactants needed to synthesize the given product. (1) The reactants are: [F:1][C:2]1[C:3]([O:20][CH3:21])=[C:4]([C@H:8]([CH2:18][CH3:19])[CH2:9][C@:10]([OH:17])([C:13]([F:16])([F:15])[F:14])[CH:11]=O)[CH:5]=[CH:6][CH:7]=1.[NH2:22][C:23]1[CH:32]=[CH:31][C:30]([F:33])=[C:29]2[C:24]=1[CH:25]=[N:26][C:27]([CH3:34])=[N:28]2. Given the product [F:1][C:2]1[C:3]([O:20][CH3:21])=[C:4]([C@H:8]([CH2:18][CH3:19])[CH2:9][C@@:10]([C:13]([F:14])([F:15])[F:16])([OH:17])[CH:11]=[N:22][C:23]2[CH:32]=[CH:31][C:30]([F:33])=[C:29]3[C:24]=2[CH:25]=[N:26][C:27]([CH3:34])=[N:28]3)[CH:5]=[CH:6][CH:7]=1, predict the reactants needed to synthesize it. (2) Given the product [C:8]([C:3]1[CH:4]=[CH:5][CH:6]=[CH:7][C:2]=1[O:11][C:12]1[CH:21]=[CH:20][C:15]([C:16]([O:18][CH3:19])=[O:17])=[CH:14][C:13]=1[O:22][CH3:23])(=[O:10])[CH3:9], predict the reactants needed to synthesize it. The reactants are: F[C:2]1[CH:7]=[CH:6][CH:5]=[CH:4][C:3]=1[C:8](=[O:10])[CH3:9].[OH:11][C:12]1[CH:21]=[CH:20][C:15]([C:16]([O:18][CH3:19])=[O:17])=[CH:14][C:13]=1[O:22][CH3:23].C(=O)([O-])[O-].[K+].[K+].O. (3) Given the product [NH:7]1[C:2]2[C:1](=[CH:6][CH:5]=[CH:4][CH:3]=2)[N:8]=[CH:10][C:9]1=[O:11], predict the reactants needed to synthesize it. The reactants are: [C:1]1([NH2:8])[C:2]([NH2:7])=[CH:3][CH:4]=[CH:5][CH:6]=1.[CH2:9]([O:11]C(=O)C=O)[CH3:10]. (4) Given the product [NH2:46][C:35]1[O:36][C:37]2[C:38](=[N:39][CH:40]=[C:41]([CH2:43][CH2:44][CH3:45])[CH:42]=2)[C:34]=1[C:32]([NH:31][C:26]1[CH:27]=[N:28][CH:29]=[CH:30][C:25]=1[N:18]1[CH2:19][C@H:20]([CH3:24])[C@:21]([OH:23])([CH3:22])[C@H:16]([NH2:15])[CH2:17]1)=[O:33], predict the reactants needed to synthesize it. The reactants are: Cl.O1CCOCC1.C(OC([NH:15][C@H:16]1[C@@:21]([OH:23])([CH3:22])[C@@H:20]([CH3:24])[CH2:19][N:18]([C:25]2[CH:30]=[CH:29][N:28]=[CH:27][C:26]=2[NH:31][C:32]([C:34]2[C:38]3=[N:39][CH:40]=[C:41]([CH2:43][CH2:44][CH3:45])[CH:42]=[C:37]3[O:36][C:35]=2[NH:46]C(=O)OC(C)(C)C)=[O:33])[CH2:17]1)=O)(C)(C)C. (5) Given the product [CH2:1]([C:4]1[C:9]([NH:18][C:14]2[CH:13]=[C:12]([CH3:19])[CH:17]=[CH:16][CH:15]=2)=[N:8][CH:7]=[N:6][C:5]=1[Cl:11])[CH:2]=[CH2:3], predict the reactants needed to synthesize it. The reactants are: [CH2:1]([C:4]1[C:5]([Cl:11])=[N:6][CH:7]=[N:8][C:9]=1Cl)[CH:2]=[CH2:3].[C:12]1([CH3:19])[CH:17]=[CH:16][CH:15]=[C:14]([NH2:18])[CH:13]=1. (6) Given the product [CH3:30][O:29][C:27]([CH:20]1[C:21]([CH3:26])([CH3:25])[S:22][CH2:23][CH2:24][N:19]1[S:16]([C:13]1[CH:14]=[CH:15][C:10]([O:9][CH2:8][C:7]#[C:6][CH2:5][CH2:4][NH:1][C:55]([O:54][C:50]([CH3:53])([CH3:52])[CH3:51])=[O:56])=[CH:11][CH:12]=1)(=[O:18])=[O:17])=[O:28], predict the reactants needed to synthesize it. The reactants are: [N:1]([CH2:4][CH2:5][C:6]#[C:7][CH2:8][O:9][C:10]1[CH:15]=[CH:14][C:13]([S:16]([N:19]2[CH2:24][CH2:23][S:22][C:21]([CH3:26])([CH3:25])[CH:20]2[C:27]([O:29][CH3:30])=[O:28])(=[O:18])=[O:17])=[CH:12][CH:11]=1)=[N+]=[N-].C(P(CCCC)CCCC)CCC.C(#N)C.C(=O)=O.[C:50]([O:54][C:55](O[C:55]([O:54][C:50]([CH3:53])([CH3:52])[CH3:51])=[O:56])=[O:56])([CH3:53])([CH3:52])[CH3:51].C([O-])(O)=O.[Na+]. (7) Given the product [OH:1][C@H:2]1[CH2:7][CH2:6][CH2:5][CH2:4][C@@H:3]1[NH:8][C:9]([C:11]1[C:15]2=[N:16][CH:17]=[CH:18][C:19]([CH3:20])=[C:14]2[N:13]([CH2:23][C:24]2[CH:29]=[CH:28][C:27]([CH3:30])=[CH:26][N:25]=2)[CH:12]=1)=[O:10], predict the reactants needed to synthesize it. The reactants are: [OH:1][C@H:2]1[CH2:7][CH2:6][CH2:5][CH2:4][C@@H:3]1[NH:8][C:9]([C:11]1[C:15]2=[N:16][CH:17]=[CH:18][C:19]([CH3:20])=[C:14]2[NH:13][CH:12]=1)=[O:10].Cl.Cl[CH2:23][C:24]1[CH:29]=[CH:28][C:27]([CH3:30])=[CH:26][N:25]=1.C(=O)([O-])[O-].[Cs+].[Cs+].